Dataset: Peptide-MHC class I binding affinity with 185,985 pairs from IEDB/IMGT. Task: Regression. Given a peptide amino acid sequence and an MHC pseudo amino acid sequence, predict their binding affinity value. This is MHC class I binding data. (1) The peptide sequence is LMYDIINSV. The binding affinity (normalized) is 0. The MHC is HLA-B35:01 with pseudo-sequence HLA-B35:01. (2) The peptide sequence is FRRRKRMGF. The MHC is HLA-B27:05 with pseudo-sequence HLA-B27:05. The binding affinity (normalized) is 0.378.